Dataset: Reaction yield outcomes from USPTO patents with 853,638 reactions. Task: Predict the reaction yield, written as a fraction of the theoretical maximum amount of product (1.0 means a 100% yield; for example, 0.34 means a 34% yield). (1) The reactants are O[C:2]1C2NC(=O)COC=2C=CC=1.C([O-])([O-])=O.[K+].[K+].BrCC(OCC)=O.[O:26]=[C:27]1[CH2:32][O:31][C:30]2[CH:33]=[CH:34][CH:35]=[C:36]([O:37][CH2:38][C:39]([O:41][CH2:42][CH3:43])=[O:40])[C:29]=2[NH:28]1.CI. The catalyst is CN(C=O)C. The product is [CH3:2][N:28]1[C:27](=[O:26])[CH2:32][O:31][C:30]2[CH:33]=[CH:34][CH:35]=[C:36]([O:37][CH2:38][C:39]([O:41][CH2:42][CH3:43])=[O:40])[C:29]1=2. The yield is 0.560. (2) The reactants are [F:1][C:2]1[CH:3]=[CH:4][C:5]([C:8]([OH:10])=O)=[N:6][CH:7]=1.C1C=CC2N(O)N=[N:17][C:15]=2C=1.O.CCN=C=NCCCN(C)C.Cl.C(N(CC)CC)C.CN.CO. The catalyst is C(Cl)Cl.O. The product is [F:1][C:2]1[CH:3]=[CH:4][C:5]([C:8]([NH:17][CH3:15])=[O:10])=[N:6][CH:7]=1. The yield is 0.910. (3) The reactants are [F:1][C:2]1[CH:7]=[CH:6][C:5]([NH:8][C:9]([C:11]2([C:14]([O:16]C)=[O:15])[CH2:13][CH2:12]2)=[O:10])=[CH:4][CH:3]=1.O.O.[OH-].[Li+]. The catalyst is C1COCC1.C(OCC)(=O)C. The product is [F:1][C:2]1[CH:3]=[CH:4][C:5]([NH:8][C:9]([C:11]2([C:14]([OH:16])=[O:15])[CH2:12][CH2:13]2)=[O:10])=[CH:6][CH:7]=1. The yield is 0.940. (4) The reactants are [OH-].[K+].Br[CH2:4][CH2:5][CH2:6]Br.[Br:8][C:9]1[CH:14]=[CH:13][C:12]([CH2:15][C:16]#[N:17])=[CH:11][CH:10]=1.CCCCCCC. The catalyst is [Br-].C([N+](CCCC)(CCCC)CCCC)CCC.C1(C)C=CC=CC=1.O. The product is [Br:8][C:9]1[CH:14]=[CH:13][C:12]([C:15]2([C:16]#[N:17])[CH2:6][CH2:5][CH2:4]2)=[CH:11][CH:10]=1. The yield is 0.560. (5) The reactants are C([O:3][C:4]([C:6]1[C:7](=[O:25])[N:8]([C:15]2[CH:20]=[CH:19][CH:18]=[C:17]([C:21]([F:24])([F:23])[F:22])[CH:16]=2)[C:9]([CH3:14])=[C:10]([CH2:12][CH3:13])[CH:11]=1)=[O:5])C.[OH-].[Na+]. The catalyst is C1COCC1.O. The product is [CH2:12]([C:10]1[CH:11]=[C:6]([C:4]([OH:5])=[O:3])[C:7](=[O:25])[N:8]([C:15]2[CH:20]=[CH:19][CH:18]=[C:17]([C:21]([F:23])([F:24])[F:22])[CH:16]=2)[C:9]=1[CH3:14])[CH3:13]. The yield is 1.00.